Dataset: Full USPTO retrosynthesis dataset with 1.9M reactions from patents (1976-2016). Task: Predict the reactants needed to synthesize the given product. Given the product [Cl:29][C:23]1[CH:24]=[CH:25][CH:26]=[C:27]([Cl:28])[C:22]=1[C:20]([NH:19][C@H:18]([C:30]([O:32][CH3:33])=[O:31])[CH2:17][C:16]1[CH:34]=[CH:35][C:13]([O:12][CH2:11][CH2:10][CH2:9][NH:8][C:36]2[CH:41]=[CH:40][C:39]([O:42][CH3:43])=[CH:38][N:37]=2)=[CH:14][CH:15]=1)=[O:21], predict the reactants needed to synthesize it. The reactants are: C(OC([N:8]([C:36]1[CH:41]=[CH:40][C:39]([O:42][CH3:43])=[CH:38][N:37]=1)[CH2:9][CH2:10][CH2:11][O:12][C:13]1[CH:35]=[CH:34][C:16]([CH2:17][C@@H:18]([C:30]([O:32][CH3:33])=[O:31])[NH:19][C:20]([C:22]2[C:27]([Cl:28])=[CH:26][CH:25]=[CH:24][C:23]=2[Cl:29])=[O:21])=[CH:15][CH:14]=1)=O)(C)(C)C.C(O)(C(F)(F)F)=O.